From a dataset of Full USPTO retrosynthesis dataset with 1.9M reactions from patents (1976-2016). Predict the reactants needed to synthesize the given product. (1) Given the product [Cl:1][C:2]1[CH:3]=[CH:4][C:5]([C:8]2[C:17]3[C:12](=[CH:13][CH:14]=[C:15]([C:18]([NH:52][C:53]([CH3:57])([CH3:56])[CH2:54][OH:55])=[O:19])[CH:16]=3)[CH:11]=[N:10][CH:9]=2)=[CH:6][CH:7]=1, predict the reactants needed to synthesize it. The reactants are: [Cl:1][C:2]1[CH:7]=[CH:6][C:5]([C:8]2[C:17]3[C:12](=[CH:13][CH:14]=[C:15]([C:18](O)=[O:19])[CH:16]=3)[CH:11]=[N:10][CH:9]=2)=[CH:4][CH:3]=1.F[B-](F)(F)F.N1(OC(N(C)C)=[N+](C)C)C2C=CC=CC=2N=N1.C(N(CC)C(C)C)(C)C.[NH2:52][C:53]([CH3:57])([CH3:56])[CH2:54][OH:55]. (2) Given the product [F:2][C:3]1[CH:8]=[CH:7][C:6]([CH:9]([OH:29])[CH2:10][CH2:11][CH2:12][N:13]2[CH2:28][CH2:27][C@@H:16]3[N:17]4[C:26]5[C:25]([C@@H:15]3[CH2:14]2)=[CH:24][CH:23]=[CH:22][C:21]=5[NH:20][CH2:19][CH2:18]4)=[CH:5][CH:4]=1, predict the reactants needed to synthesize it. The reactants are: Cl.[F:2][C:3]1[CH:8]=[CH:7][C:6]([C:9](=[O:29])[CH2:10][CH2:11][CH2:12][N:13]2[CH2:28][CH2:27][C@@H:16]3[N:17]4[C:26]5[C:25]([C@@H:15]3[CH2:14]2)=[CH:24][CH:23]=[CH:22][C:21]=5[NH:20][CH2:19][CH2:18]4)=[CH:5][CH:4]=1.[BH4-].[Na+]. (3) Given the product [CH3:1][O:2][C:3]1[CH:11]=[C:10]([O:12][CH3:13])[CH:9]=[CH:8][C:4]=1[C:5]([NH:25][C:24]1[CH:23]=[CH:22][C:21]([O:20][CH:15]2[CH2:16][CH2:17][CH2:18][CH2:19][O:14]2)=[CH:27][CH:26]=1)=[O:7], predict the reactants needed to synthesize it. The reactants are: [CH3:1][O:2][C:3]1[CH:11]=[C:10]([O:12][CH3:13])[CH:9]=[CH:8][C:4]=1[C:5]([OH:7])=O.[O:14]1[CH2:19][CH2:18][CH2:17][CH2:16][CH:15]1[O:20][C:21]1[CH:27]=[CH:26][C:24]([NH2:25])=[CH:23][CH:22]=1.C1CCC(N=C=NC2CCCCC2)CC1.